Dataset: Forward reaction prediction with 1.9M reactions from USPTO patents (1976-2016). Task: Predict the product of the given reaction. Given the reactants [F:1][C:2]([F:22])([F:21])[C:3]1[CH:8]=[CH:7][C:6]([C:9]2[CH:10]=[CH:11][C:12]([N:15]3[CH2:20][CH2:19][NH:18][CH2:17][CH2:16]3)=[N:13][CH:14]=2)=[CH:5][CH:4]=1.[CH3:23][O:24][CH2:25][CH2:26]Br, predict the reaction product. The product is: [CH3:23][O:24][CH2:25][CH2:26][N:18]1[CH2:19][CH2:20][N:15]([C:12]2[CH:11]=[CH:10][C:9]([C:6]3[CH:5]=[CH:4][C:3]([C:2]([F:1])([F:21])[F:22])=[CH:8][CH:7]=3)=[CH:14][N:13]=2)[CH2:16][CH2:17]1.